Dataset: Catalyst prediction with 721,799 reactions and 888 catalyst types from USPTO. Task: Predict which catalyst facilitates the given reaction. (1) Reactant: C[O:2][C:3](=[O:37])[CH2:4][CH2:5][CH2:6][C:7](=[O:36])[NH:8][C:9]1[CH:14]=[CH:13][C:12]([C:15]([CH2:33][CH3:34])([C:18]2[CH:23]=[CH:22][C:21]([CH2:24][CH2:25][CH:26]([OH:31])[C:27]([CH3:30])([CH3:29])[CH3:28])=[C:20]([CH3:32])[CH:19]=2)[CH2:16][CH3:17])=[CH:11][C:10]=1[CH3:35].[OH-].[Na+].Cl.C(Cl)Cl. Product: [CH2:16]([C:15]([C:12]1[CH:13]=[CH:14][C:9]([NH:8][C:7]([CH2:6][CH2:5][CH2:4][C:3]([OH:37])=[O:2])=[O:36])=[C:10]([CH3:35])[CH:11]=1)([C:18]1[CH:23]=[CH:22][C:21]([CH2:24][CH2:25][CH:26]([OH:31])[C:27]([CH3:29])([CH3:30])[CH3:28])=[C:20]([CH3:32])[CH:19]=1)[CH2:33][CH3:34])[CH3:17]. The catalyst class is: 5. (2) Reactant: C[Mg]Br.[C:4]([C:6]1[CH:11]=[CH:10][C:9]([C:12]([F:15])([F:14])[F:13])=[CH:8][CH:7]=1)#[CH:5].CON(C)[C:19]([C:21]1[N:25]([CH3:26])[N:24]=[CH:23][CH:22]=1)=[O:20].[Cl-].[NH4+]. Product: [CH3:26][N:25]1[C:21]([C:19](=[O:20])[C:5]#[C:4][C:6]2[CH:11]=[CH:10][C:9]([C:12]([F:13])([F:14])[F:15])=[CH:8][CH:7]=2)=[CH:22][CH:23]=[N:24]1. The catalyst class is: 7. (3) Reactant: [CH2:1]([O:3][CH:4]1[CH:8]([NH:9][C:10]([CH:12]2[CH2:16][CH2:15][CH2:14][N:13]2[C:17](=[O:35])[CH:18]([NH:20][C:21](=[O:34])[C:22]2[CH:27]=[C:26]([Cl:28])[C:25]([O:29]CC=C)=[C:24]([Cl:33])[CH:23]=2)[CH3:19])=[O:11])[CH2:7][C:6](=[O:36])[O:5]1)[CH3:2].CC1C2C(=CC=CC=2)C(C)=C2C=1C=CC1C2=CC=CC=1.C(Cl)Cl.CO. Product: [CH2:1]([O:3][CH:4]1[CH:8]([NH:9][C:10]([CH:12]2[CH2:16][CH2:15][CH2:14][N:13]2[C:17](=[O:35])[CH:18]([NH:20][C:21](=[O:34])[C:22]2[CH:23]=[C:24]([Cl:33])[C:25]([OH:29])=[C:26]([Cl:28])[CH:27]=2)[CH3:19])=[O:11])[CH2:7][C:6](=[O:36])[O:5]1)[CH3:2]. The catalyst class is: 532. (4) Reactant: [NH2:1][C:2]1[C:20]([NH:21][C:22]2[CH:27]=[CH:26][C:25]([I:28])=[CH:24][C:23]=2[F:29])=[CH:19][C:18]([F:30])=[CH:17][C:3]=1[O:4][C:5]1[CH:6]=[C:7]([NH:11][S:12]([CH2:15][CH3:16])(=[O:14])=[O:13])[CH:8]=[CH:9][CH:10]=1.CCN(C(C)C)C(C)C.[S:40](Cl)(=[O:43])(=[O:42])[NH2:41].[Cl-].[NH4+]. Product: [F:30][C:18]1[CH:19]=[C:20]([NH:21][C:22]2[CH:27]=[CH:26][C:25]([I:28])=[CH:24][C:23]=2[F:29])[C:2]([NH:1][S:40](=[O:43])(=[O:42])[NH2:41])=[C:3]([CH:17]=1)[O:4][C:5]1[CH:6]=[C:7]([NH:11][S:12]([CH2:15][CH3:16])(=[O:13])=[O:14])[CH:8]=[CH:9][CH:10]=1. The catalyst class is: 2.